Dataset: Catalyst prediction with 721,799 reactions and 888 catalyst types from USPTO. Task: Predict which catalyst facilitates the given reaction. (1) The catalyst class is: 23. Product: [C:1]([C:9]1[C:18]2[C:13](=[CH:14][C:15]([O:19][CH3:20])=[CH:16][CH:17]=2)[CH:65]=[C:11]([C:21]([N:26]([CH2:24][CH3:25])[C:27]2[S:28][CH:29]=[CH:30][N:31]=2)=[O:23])[CH:10]=1)(=[O:8])[C:50]1[CH:55]=[CH:54][CH:53]=[CH:52][CH:51]=1. Reactant: [C:1]([C:9]1[C:18]2[C:13](=[CH:14][C:15]([O:19][CH3:20])=[CH:16][CH:17]=2)C=[C:11]([C:21]([OH:23])=O)[CH:10]=1)(=[O:8])C1C=CC=CC=1.[CH2:24]([NH:26][C:27]1[S:28][CH:29]=[CH:30][N:31]=1)[CH3:25].C1CN([P+](ON2N=N[C:51]3[CH:52]=[CH:53][CH:54]=[CH:55][C:50]2=3)(N2CCCC2)N2CCCC2)CC1.F[P-](F)(F)(F)(F)F.[CH3:65]CN(C(C)C)C(C)C. (2) Reactant: C[O-].[Na+].[CH2:4]([C:11]12[C:27]3[N:26]([CH3:28])[N:25]=[CH:24][C:23]=3[CH2:22][CH2:21][CH:12]1[CH:13]([CH3:20])[C:14]1[O:18][N:17]=[CH:16][C:15]=1[CH2:19]2)[C:5]1[CH:10]=[CH:9][CH:8]=[CH:7][CH:6]=1. Product: [CH2:4]([C:11]12[CH2:19][CH:15]([C:16]#[N:17])[C:14](=[O:18])[CH:13]([CH3:20])[CH:12]1[CH2:21][CH2:22][C:23]1[CH:24]=[N:25][N:26]([CH3:28])[C:27]=12)[C:5]1[CH:6]=[CH:7][CH:8]=[CH:9][CH:10]=1. The catalyst class is: 83. (3) Reactant: [Br:1][C:2]1[N:6]=[C:5]([Br:7])[N:4]([CH2:8][C:9]([CH3:11])=[CH2:10])[N:3]=1.[BH4-].[Na+].[OH2:14]. Product: [Br:1][C:2]1[N:6]=[C:5]([Br:7])[N:4]([CH2:8][C:9]([CH3:11])([OH:14])[CH3:10])[N:3]=1. The catalyst class is: 1. (4) Reactant: [Cl:1][C:2]1[CH:19]=[CH:18][C:5]([O:6][CH:7]2[CH2:10][N:9]([CH2:11][CH2:12][C@H:13]([NH2:17])[CH2:14][O:15][CH3:16])[CH2:8]2)=[CH:4][CH:3]=1.C1([O:26][C:27](=O)[NH:28][C:29]2[N:30]([CH3:36])[N:31]=[C:32]([CH2:34][CH3:35])[CH:33]=2)C=CC=CC=1. Product: [Cl:1][C:2]1[CH:3]=[CH:4][C:5]([O:6][CH:7]2[CH2:10][N:9]([CH2:11][CH2:12][C@H:13]([NH:17][C:27]([NH:28][C:29]3[N:30]([CH3:36])[N:31]=[C:32]([CH2:34][CH3:35])[CH:33]=3)=[O:26])[CH2:14][O:15][CH3:16])[CH2:8]2)=[CH:18][CH:19]=1. The catalyst class is: 16. (5) Reactant: Cl.[CH3:2][O:3][CH2:4][C:5]1([NH2:8])[CH2:7][CH2:6]1.[OH-].[Na+].[O:11]1[C:13]2([CH2:18][CH2:17][N:16]([C:19]([O:21][C:22]([CH3:25])([CH3:24])[CH3:23])=[O:20])[CH2:15][CH2:14]2)[CH2:12]1.[Al]. Product: [OH:11][C:13]1([CH2:12][NH:8][C:5]2([CH2:4][O:3][CH3:2])[CH2:7][CH2:6]2)[CH2:14][CH2:15][N:16]([C:19]([O:21][C:22]([CH3:25])([CH3:24])[CH3:23])=[O:20])[CH2:17][CH2:18]1. The catalyst class is: 97. (6) Product: [CH3:1][O:2][C:3]1[CH:4]=[CH:5][C:6]([CH2:7][N:8]2[CH:12]=[C:11]([C:13]3[CH:18]=[CH:17][CH:16]=[CH:15][CH:14]=3)[N:10]=[C:9]2[CH2:19][OH:20])=[CH:21][CH:22]=1. Reactant: [CH3:1][O:2][C:3]1[CH:22]=[CH:21][C:6]([CH2:7][N:8]2[CH:12]=[C:11]([C:13]3[CH:18]=[CH:17][CH:16]=[CH:15][CH:14]=3)[N:10]=[C:9]2[CH:19]=[O:20])=[CH:5][CH:4]=1.[BH4-].[Na+]. The catalyst class is: 61. (7) Reactant: [NH2:1][C:2]1[N:11]=[C:10]([NH2:12])[C:9]2[C:4](=[N:5][CH:6]=[C:7]([CH2:13][N:14]([CH3:24])[C:15]3[CH:16]=[C:17]([CH:21]=[CH:22][CH:23]=3)[C:18]([OH:20])=O)[N:8]=2)[N:3]=1.[NH3:25].CCOC(C)=O. Product: [NH2:1][C:2]1[N:11]=[C:10]([NH2:12])[C:9]2[C:4](=[N:5][CH:6]=[C:7]([CH2:13][N:14]([CH3:24])[C:15]3[CH:16]=[C:17]([CH:21]=[CH:22][CH:23]=3)[C:18]([NH2:25])=[O:20])[N:8]=2)[N:3]=1. The catalyst class is: 44.